Predict the reactants needed to synthesize the given product. From a dataset of Full USPTO retrosynthesis dataset with 1.9M reactions from patents (1976-2016). (1) Given the product [CH3:23][O:22][C:21]1[C:13]([C:10]([C:8]2[NH:7][C:6]3[CH:40]=[CH:41][C:3]([C:1]#[N:2])=[CH:4][C:5]=3[N:9]=2)=[CH2:11])=[C:14]2[C:18](=[C:19]([CH3:24])[CH:20]=1)[NH:17][CH:16]=[CH:15]2, predict the reactants needed to synthesize it. The reactants are: [C:1]([C:3]1[CH:41]=[CH:40][C:6]2[N:7](COCC[Si](C)(C)C)[C:8]([C:10]([C:13]3[C:21]([O:22][CH3:23])=[CH:20][C:19]([CH3:24])=[C:18]4[C:14]=3[CH:15]=[CH:16][N:17]4C(OC(C)(C)C)=O)(O)[CH3:11])=[N:9][C:5]=2[CH:4]=1)#[N:2].C(C1C=CC2N=C(C(C3C(OC)=CC(C)=C4C=3C=CN4C(OC(C)(C)C)=O)(O)C)N(COCC[Si](C)(C)C)C=2C=1)#N. (2) Given the product [CH3:1][O:2][C:3]1[CH:4]=[C:5]2[C:10](=[CH:11][C:12]=1[CH:19]=[O:20])[N:9]([CH3:13])[C:8](=[O:14])[CH2:7][C:6]2([CH3:16])[CH3:15], predict the reactants needed to synthesize it. The reactants are: [CH3:1][O:2][C:3]1[CH:4]=[C:5]2[C:10](=[CH:11][CH:12]=1)[N:9]([CH3:13])[C:8](=[O:14])[CH2:7][C:6]2([CH3:16])[CH3:15].FC(F)(F)[C:19](O)=[O:20].C1N2CN3CN(C2)CN1C3. (3) Given the product [K+:17].[K+:17].[CH3:9][CH:8]([CH3:10])[CH2:7][C@H:6]([CH2:11][N+:12]([O-:14])=[O:13])[CH2:5][C:4]([O-:15])=[O:3].[CH3:9][CH:8]([CH3:10])[CH2:7][C@H:6]([CH2:11][N+:12]([O-:14])=[O:13])[CH2:5][C:4]([O-:15])=[O:3], predict the reactants needed to synthesize it. The reactants are: C([O:3][C:4](=[O:15])[CH2:5][C@@H:6]([CH2:11][N+:12]([O-:14])=[O:13])[CH2:7][CH:8]([CH3:10])[CH3:9])C.[OH-].[K+:17].